From a dataset of Forward reaction prediction with 1.9M reactions from USPTO patents (1976-2016). Predict the product of the given reaction. (1) Given the reactants Cl.Cl.[NH2:3][C@@H:4]([CH2:16][N:17]([CH3:19])[CH3:18])[CH2:5][C:6]([O:8][CH2:9][C:10]1[CH:15]=[CH:14][CH:13]=[CH:12][CH:11]=1)=[O:7].C(N(CC)CC)C.[Br:27][C:28]1[S:32][C:31]([S:33](Cl)(=[O:35])=[O:34])=[CH:30][CH:29]=1, predict the reaction product. The product is: [Br:27][C:28]1[S:32][C:31]([S:33]([NH:3][C@@H:4]([CH2:16][N:17]([CH3:18])[CH3:19])[CH2:5][C:6]([O:8][CH2:9][C:10]2[CH:15]=[CH:14][CH:13]=[CH:12][CH:11]=2)=[O:7])(=[O:35])=[O:34])=[CH:30][CH:29]=1. (2) Given the reactants C(NC(C)C)(C)C.[Li]CCCC.[Li+].CC([N-]C(C)C)C.[Br:21][C:22]1[CH:27]=[CH:26][CH:25]=[CH:24][N:23]=1.[C:28]1([S:34][S:34][C:28]2[CH:33]=[CH:32][CH:31]=[CH:30][CH:29]=2)[CH:33]=[CH:32][CH:31]=[CH:30][CH:29]=1, predict the reaction product. The product is: [Br:21][C:22]1[C:27]([S:34][C:28]2[CH:33]=[CH:32][CH:31]=[CH:30][CH:29]=2)=[CH:26][CH:25]=[CH:24][N:23]=1. (3) Given the reactants [CH2:1]([O:3][C:4]1[CH:5]=[C:6]([CH:10]=[CH:11][C:12]=1[O:13][CH3:14])[C:7](O)=[O:8])[CH3:2].C(Cl)[Cl:16].C(Cl)(=O)C(Cl)=O, predict the reaction product. The product is: [CH2:1]([O:3][C:4]1[CH:5]=[C:6]([CH:10]=[CH:11][C:12]=1[O:13][CH3:14])[C:7]([Cl:16])=[O:8])[CH3:2]. (4) The product is: [CH2:1]([C@@H:8]1[CH2:13][NH:12][CH2:11][CH2:10][N:9]1[C:21]([C:23]1[CH:28]=[CH:27][CH:26]=[CH:25][C:24]=1[C:29]1[CH:34]=[CH:33][C:32]([CH3:35])=[C:31]([CH3:36])[CH:30]=1)=[O:22])[C:2]1[CH:3]=[CH:4][CH:5]=[CH:6][CH:7]=1. Given the reactants [CH2:1]([C@@H:8]1[CH2:13][N:12](CC2C=CC=CC=2)[CH2:11][CH2:10][N:9]1[C:21]([C:23]1[CH:28]=[CH:27][CH:26]=[CH:25][C:24]=1[C:29]1[CH:34]=[CH:33][C:32]([CH3:35])=[C:31]([CH3:36])[CH:30]=1)=[O:22])[C:2]1[CH:7]=[CH:6][CH:5]=[CH:4][CH:3]=1.C([O-])=O.[NH4+], predict the reaction product. (5) Given the reactants [Cl:1][C:2]1[CH:7]=[CH:6][C:5]([NH:8][C:9]2[S:10][CH:11]=[CH:12][N:13]=2)=[CH:4][C:3]=1[OH:14].[C:15]([O-])([O-])=O.[Cs+].[Cs+].[O:21]1[CH:25]=[CH:24][CH:23]=[C:22]1CBr.CCOCC, predict the reaction product. The product is: [Cl:1][C:2]1[CH:7]=[CH:6][C:5]([NH:8][C:9]2[S:10][CH:11]=[CH:12][N:13]=2)=[CH:4][C:3]=1[O:14][CH2:15][C:23]1[CH:24]=[CH:25][O:21][CH:22]=1.